From a dataset of Peptide-MHC class I binding affinity with 185,985 pairs from IEDB/IMGT. Regression. Given a peptide amino acid sequence and an MHC pseudo amino acid sequence, predict their binding affinity value. This is MHC class I binding data. The peptide sequence is ISFPKTFGW. The MHC is Mamu-B17 with pseudo-sequence Mamu-B17. The binding affinity (normalized) is 0.757.